The task is: Predict the reaction yield, written as a fraction of the theoretical maximum amount of product (1.0 means a 100% yield; for example, 0.34 means a 34% yield).. This data is from Reaction yield outcomes from USPTO patents with 853,638 reactions. (1) The reactants are [O-]S([O-])=O.[Na+:5].[Na+].[O:7]1[CH2:12][CH2:11][CH:10]([C:13]2[CH:14]=[C:15]3[C:19](=[CH:20][CH:21]=2)[CH2:18][N:17]([C:22]([C:24]2[CH:25]=[C:26]([S:37](Cl)(=[O:39])=[O:38])[CH:27]=[CH:28][C:29]=2[O:30][C@@H:31]([CH3:36])[C:32]([F:35])([F:34])[F:33])=[O:23])[CH2:16]3)[CH2:9][CH2:8]1.C([O-])(O)=O.[Na+]. The catalyst is O. The product is [Na+:5].[O:7]1[CH2:12][CH2:11][CH:10]([C:13]2[CH:14]=[C:15]3[C:19](=[CH:20][CH:21]=2)[CH2:18][N:17]([C:22]([C:24]2[CH:25]=[C:26]([S:37]([O-:39])=[O:38])[CH:27]=[CH:28][C:29]=2[O:30][C@@H:31]([CH3:36])[C:32]([F:34])([F:35])[F:33])=[O:23])[CH2:16]3)[CH2:9][CH2:8]1. The yield is 0.480. (2) The reactants are [CH:1]1([C:7]2[C:15]3[C:10](=[CH:11][C:12]([C:16]([O:18]C)=[O:17])=[CH:13][CH:14]=3)[NH:9][C:8]=2[C:20]2[CH:25]=[CH:24][CH:23]=[CH:22][CH:21]=2)[CH2:6][CH2:5][CH2:4][CH2:3][CH2:2]1.Br[C:27]1[CH:32]=[CH:31][CH:30]=[CH:29][CH:28]=1.C([O-])([O-])=O.[Cs+].[Cs+].O[Li].O. The catalyst is C1(C)C=CC=CC=1.CCOC(C)=O.C1COCC1.O. The product is [CH:1]1([C:7]2[C:15]3[C:10](=[CH:11][C:12]([C:16]([OH:18])=[O:17])=[CH:13][CH:14]=3)[N:9]([C:27]3[CH:32]=[CH:31][CH:30]=[CH:29][CH:28]=3)[C:8]=2[C:20]2[CH:21]=[CH:22][CH:23]=[CH:24][CH:25]=2)[CH2:6][CH2:5][CH2:4][CH2:3][CH2:2]1. The yield is 0.400. (3) The product is [F:1][C:2]1[CH:3]=[CH:4][C:5]([C:8]2[CH:9]=[C:10]3[C:15](=[CH:16][CH:17]=2)[NH:14][CH:13]([C:18]([F:20])([F:21])[F:19])[C:12]([C:22]([OH:24])=[O:23])=[CH:11]3)=[CH:6][CH:7]=1. The yield is 0.880. The reactants are [F:1][C:2]1[CH:7]=[CH:6][C:5]([C:8]2[CH:9]=[C:10]3[C:15](=[CH:16][CH:17]=2)[NH:14][CH:13]([C:18]([F:21])([F:20])[F:19])[C:12]([C:22]([O:24]CC)=[O:23])=[CH:11]3)=[CH:4][CH:3]=1.[OH-].[Li+].Cl.C(OCC)C. The catalyst is CO.O1CCCC1.O. (4) The reactants are [C:1]([CH2:3][C:4]([NH2:6])=[S:5])#[N:2].O=[C:8]([CH2:14][C:15](=O)[CH3:16])[C:9]([O:11][CH2:12][CH3:13])=[O:10].C(N(CC)CC)C. The catalyst is CCO. The product is [CH2:12]([O:11][C:9](=[O:10])[C:8]1[CH:14]=[C:15]([CH3:16])[N:6]=[C:4]([SH:5])[C:3]=1[C:1]#[N:2])[CH3:13]. The yield is 0.645.